This data is from Reaction yield outcomes from USPTO patents with 853,638 reactions. The task is: Predict the reaction yield, written as a fraction of the theoretical maximum amount of product (1.0 means a 100% yield; for example, 0.34 means a 34% yield). (1) The reactants are C(O[C:6]([N:8]1[CH2:13][C@@H:12]2[CH2:14][C@H:9]1[CH2:10][N:11]2[C:15]1[C:16]2[N:25]=[C:24]([C:26]3[CH:31]=[CH:30][C:29]([F:32])=[CH:28][CH:27]=3)[CH:23]=[CH:22][C:17]=2[N:18]=[C:19]([NH2:21])[N:20]=1)=[O:7])(C)(C)C.[Cl:33][C:34]1[CH:44]=[CH:43][C:37]([O:38][CH2:39]C(Cl)=O)=[CH:36][CH:35]=1. No catalyst specified. The product is [NH2:21][C:19]1[N:20]=[C:15]([N:11]2[CH2:10][C@@H:9]3[CH2:14][C@H:12]2[CH2:13][N:8]3[C:6](=[O:7])[CH2:39][O:38][C:37]2[CH:43]=[CH:44][C:34]([Cl:33])=[CH:35][CH:36]=2)[C:16]2[N:25]=[C:24]([C:26]3[CH:31]=[CH:30][C:29]([F:32])=[CH:28][CH:27]=3)[CH:23]=[CH:22][C:17]=2[N:18]=1. The yield is 0.550. (2) The reactants are C[O:2][C:3](=[O:21])[C:4]1[C:9]([O:10][C:11]2[CH:16]=[C:15]([Cl:17])[C:14]([Br:18])=[CH:13][C:12]=2[Cl:19])=[CH:8][C:7]([CH3:20])=[N:6][CH:5]=1.O.O.[OH-].[Li+].Cl. The catalyst is O1CCOCC1.ClCCl. The product is [Br:18][C:14]1[C:15]([Cl:17])=[CH:16][C:11]([O:10][C:9]2[C:4]([C:3]([OH:21])=[O:2])=[CH:5][N:6]=[C:7]([CH3:20])[CH:8]=2)=[C:12]([Cl:19])[CH:13]=1. The yield is 1.00.